Dataset: Forward reaction prediction with 1.9M reactions from USPTO patents (1976-2016). Task: Predict the product of the given reaction. (1) The product is: [CH3:17][N:8]1[C:7](=[O:18])[C:6]2=[C:2]([O:34][C:28]3[CH:33]=[CH:32][CH:31]=[CH:30][CH:29]=3)[N:3]([CH2:19][C:20]3[CH:21]=[CH:22][C:23]([O:26][CH3:27])=[CH:24][CH:25]=3)[CH:4]=[C:5]2[N:10]2[C@H:11]3[CH2:16][CH2:15][CH2:14][C@H:12]3[N:13]=[C:9]12. Given the reactants Cl[C:2]1[N:3]([CH2:19][C:20]2[CH:25]=[CH:24][C:23]([O:26][CH3:27])=[CH:22][CH:21]=2)[CH:4]=[C:5]2[N:10]3[C@H:11]4[CH2:16][CH2:15][CH2:14][C@H:12]4[N:13]=[C:9]3[N:8]([CH3:17])[C:7](=[O:18])[C:6]=12.[C:28]1([OH:34])[CH:33]=[CH:32][CH:31]=[CH:30][CH:29]=1.C([O-])([O-])=O.[K+].[K+], predict the reaction product. (2) Given the reactants [Cl:1][C:2]1[CH:8]=[CH:7][C:5](N)=[C:4]([C:9]2[CH:14]=[C:13]([O:15][CH3:16])[N:12]=[CH:11][N:10]=2)[CH:3]=1.CC1C=CC(S(O)(=O)=O)=CC=1.O.N([O-])=O.[Na+].[Na+].[I-:34], predict the reaction product. The product is: [Cl:1][C:2]1[CH:8]=[CH:7][C:5]([I:34])=[C:4]([C:9]2[CH:14]=[C:13]([O:15][CH3:16])[N:12]=[CH:11][N:10]=2)[CH:3]=1. (3) Given the reactants [Cl:1][C:2]1[CH:3]=[CH:4][C:5]([O:26][CH2:27][CH:28]([CH3:30])[CH3:29])=[C:6]([CH2:8][C:9]2[O:10][CH:11]=[C:12]([C:14]3[NH:18][C:17]4[CH:19]=[CH:20][C:21]([CH2:23][CH:24]=O)=[CH:22][C:16]=4[N:15]=3)[N:13]=2)[CH:7]=1.C(O[BH-](OC(=O)C)OC(=O)C)(=O)C.[Na+].[CH3:45][NH:46][CH3:47], predict the reaction product. The product is: [ClH:1].[Cl:1][C:2]1[CH:3]=[CH:4][C:5]([O:26][CH2:27][CH:28]([CH3:29])[CH3:30])=[C:6]([CH2:8][C:9]2[O:10][CH:11]=[C:12]([C:14]3[NH:18][C:17]4[CH:19]=[CH:20][C:21]([CH2:23][CH2:24][N:46]([CH3:47])[CH3:45])=[CH:22][C:16]=4[N:15]=3)[N:13]=2)[CH:7]=1. (4) The product is: [Cl:1][C:2]1[CH:3]=[C:4]([NH:9][CH:10]([C:12]([NH:15][CH:16]2[CH2:21][CH2:22][CH2:23][NH:20][C:18](=[O:19])[CH2:17]2)=[O:14])[CH3:11])[CH:5]=[CH:6][C:7]=1[Cl:8]. Given the reactants [Cl:1][C:2]1[CH:3]=[C:4]([NH:9][C@H:10]([C:12]([OH:14])=O)[CH3:11])[CH:5]=[CH:6][C:7]=1[Cl:8].[NH2:15][C@@H:16]([CH2:21][CH2:22][CH3:23])[CH:17]1[NH:20][C:18]1=[O:19], predict the reaction product. (5) Given the reactants C([NH:4][C:5]1[CH:15]=[CH:14][C:13]([O:16][C:17]2[CH:22]=[CH:21][C:20]([N+:23]([O-:25])=[O:24])=[C:19]([C:26]([O:28][CH3:29])=[O:27])[CH:18]=2)=[CH:12][C:6]=1[C:7]([O:9][CH2:10]C)=[O:8])(=O)C.Cl, predict the reaction product. The product is: [NH2:4][C:5]1[CH:15]=[CH:14][C:13]([O:16][C:17]2[CH:22]=[CH:21][C:20]([N+:23]([O-:25])=[O:24])=[C:19]([C:26]([O:28][CH3:29])=[O:27])[CH:18]=2)=[CH:12][C:6]=1[C:7]([O:9][CH3:10])=[O:8]. (6) Given the reactants [Br:1][C:2]1[C:6]([C:7]([O:9][CH2:10][CH3:11])=[O:8])=[C:5](Br)[N:4]([CH3:13])[N:3]=1.[NH:14]1[CH2:19][CH2:18][O:17][CH2:16][CH2:15]1, predict the reaction product. The product is: [Br:1][C:2]1[C:6]([C:7]([O:9][CH2:10][CH3:11])=[O:8])=[C:5]([N:14]2[CH2:19][CH2:18][O:17][CH2:16][CH2:15]2)[N:4]([CH3:13])[N:3]=1. (7) Given the reactants Br[C:2]1[C:3]([O:8][C:9]2[CH:14]=[CH:13][C:12]([C:15]([C:17]3[NH:18][C:19]4[C:20]([N:25]=3)=[N:21][CH:22]=[CH:23][CH:24]=4)=[O:16])=[CH:11][CH:10]=2)=[N:4][CH:5]=[CH:6][CH:7]=1.[O:26]1[CH2:31][CH:30]=[C:29](B2OC(C)(C)C(C)(C)O2)[CH2:28][CH2:27]1.C(=O)([O-])[O-].[Na+].[Na+], predict the reaction product. The product is: [O:26]1[CH2:27][CH:28]=[C:29]([C:2]2[C:3]([O:8][C:9]3[CH:14]=[CH:13][C:12]([C:15]([C:17]4[NH:18][C:19]5[C:20]([N:25]=4)=[N:21][CH:22]=[CH:23][CH:24]=5)=[O:16])=[CH:11][CH:10]=3)=[N:4][CH:5]=[CH:6][CH:7]=2)[CH2:30][CH2:31]1. (8) Given the reactants [CH:1]1([C:4]([NH:6][C:7]2[N:8]=[C:9]3[CH:14]=[CH:13][C:12]([O:15][C:16]4[CH:17]=[CH:18][C:19]([F:32])=[C:20]([NH:22][C:23]([C:25]5[N:29]([CH3:30])[N:28]=[C:27]([CH3:31])[CH:26]=5)=[O:24])[CH:21]=4)=[N:11][N:10]3[CH:33]=2)=[O:5])CC1.CO.[ClH:36].[CH3:37][N:38]1[CH2:43][CH2:42][N:41](CC(O)=O)[CH2:40][CH2:39]1.Cl.CN(C)CCCN=C=NCC.ON1C2C=CC=CC=2N=N1.C(N(C(C)C)C(C)C)C.C(=O)([O-])O.[Na+], predict the reaction product. The product is: [ClH:36].[ClH:36].[F:32][C:19]1[CH:18]=[CH:17][C:16]([O:15][C:12]2[CH:13]=[CH:14][C:9]3[N:10]([CH:33]=[C:7]([NH:6][C:4](=[O:5])[CH2:1][N:41]4[CH2:42][CH2:43][N:38]([CH3:37])[CH2:39][CH2:40]4)[N:8]=3)[N:11]=2)=[CH:21][C:20]=1[NH:22][C:23]([C:25]1[N:29]([CH3:30])[N:28]=[C:27]([CH3:31])[CH:26]=1)=[O:24]. (9) Given the reactants [F:1][C:2]1[CH:3]=[C:4]([CH:8]=[CH:9][C:10]=1[O:11][CH3:12])[C:5](O)=[O:6].S(Cl)([Cl:15])=O, predict the reaction product. The product is: [F:1][C:2]1[CH:3]=[C:4]([CH:8]=[CH:9][C:10]=1[O:11][CH3:12])[C:5]([Cl:15])=[O:6].